From a dataset of Peptide-MHC class II binding affinity with 134,281 pairs from IEDB. Regression. Given a peptide amino acid sequence and an MHC pseudo amino acid sequence, predict their binding affinity value. This is MHC class II binding data. (1) The peptide sequence is NHFFNHHKVMLLGHS. The MHC is HLA-DQA10301-DQB10302 with pseudo-sequence HLA-DQA10301-DQB10302. The binding affinity (normalized) is 0.147. (2) The MHC is DRB1_1302 with pseudo-sequence DRB1_1302. The peptide sequence is GVINIMYMHDSDDVLF. The binding affinity (normalized) is 0.451. (3) The peptide sequence is SCTMPPVSFHGSDGC. The MHC is HLA-DQA10501-DQB10303 with pseudo-sequence HLA-DQA10501-DQB10303. The binding affinity (normalized) is 0.537. (4) The binding affinity (normalized) is 0.367. The peptide sequence is QATAAAAAAAGAATA. The MHC is H-2-IAd with pseudo-sequence H-2-IAd. (5) The peptide sequence is AGAGLLFSIMKNTTN. The MHC is DRB1_1101 with pseudo-sequence DRB1_1101. The binding affinity (normalized) is 0.848. (6) The peptide sequence is GCIHMARSLANEWRD. The MHC is DRB1_0802 with pseudo-sequence DRB1_0802. The binding affinity (normalized) is 0.580. (7) The peptide sequence is AIALDFKPGTSGSPI. The MHC is DRB1_1101 with pseudo-sequence DRB1_1101. The binding affinity (normalized) is 0. (8) The peptide sequence is SPEVIPMFSALSE. The MHC is DRB4_0101 with pseudo-sequence DRB4_0103. The binding affinity (normalized) is 0.522.